Dataset: Peptide-MHC class I binding affinity with 185,985 pairs from IEDB/IMGT. Task: Regression. Given a peptide amino acid sequence and an MHC pseudo amino acid sequence, predict their binding affinity value. This is MHC class I binding data. (1) The binding affinity (normalized) is 0.431. The peptide sequence is GNNTGNESR. The MHC is HLA-A33:01 with pseudo-sequence HLA-A33:01. (2) The peptide sequence is QETGRQTAL. The MHC is Mamu-B01 with pseudo-sequence Mamu-B01. The binding affinity (normalized) is 0. (3) The peptide sequence is LQLGFSTGV. The MHC is HLA-A02:03 with pseudo-sequence HLA-A02:03. The binding affinity (normalized) is 0.976. (4) The binding affinity (normalized) is 0.0199. The peptide sequence is GVMSEQGSFY. The MHC is HLA-A30:01 with pseudo-sequence HLA-A30:01. (5) The peptide sequence is GEISPLPSL. The binding affinity (normalized) is 0.508. The MHC is HLA-B45:01 with pseudo-sequence HLA-B45:01. (6) The peptide sequence is FRRFTQAIY. The MHC is HLA-A02:12 with pseudo-sequence HLA-A02:12. The binding affinity (normalized) is 0.0847. (7) The peptide sequence is LMTHTWHAK. The MHC is HLA-B57:01 with pseudo-sequence HLA-B57:01. The binding affinity (normalized) is 0.0847. (8) The peptide sequence is DLNQAVNNL. The MHC is HLA-A02:01 with pseudo-sequence HLA-A02:01. The binding affinity (normalized) is 0.0409. (9) The peptide sequence is EYKKFIATF. The MHC is HLA-B39:01 with pseudo-sequence HLA-B39:01. The binding affinity (normalized) is 0.0847.